This data is from B-cell epitopes from IEDB database with 3,159 antigens for binding position prediction. The task is: Token-level Classification. Given an antigen amino acid sequence, predict which amino acid positions are active epitope sites capable of antibody binding. Output is a list of indices for active positions. (1) Given the antigen sequence: MLRLPTVFRQMRPVSRVLAPHLTRAYAKDVKFGADARALMLQGVDLLADAVAVTMGPKGRTVIIEQSWGSPKVTKDGVTVAKSIDLKDKYKNIGAKLVQDVANNTNEEAGDGTTTATVLARSIAKEGFEKISKGANPVEIRRGVMLAVDAVIAELKKQSKPVTTPEEIAQVATISANGDKEIGNIISDAMKKVGRKGVITVKDGKTLNDELEIIEGMKFDRGYISPYFINTSKGQKCEFQDAYVLLSEKKISSIQSIVPALEIANAHRKPLVIIAEDVDGEALSTLVLNRLKVGLQVVAVKAPGFGDNRKNQLKDMAIATGGAVFGEEGLTLNLEDVQPHDLGKVGEVIVTKDDAMLLKGKGDKAQIEKRIQEIIEQLDVTTSEYEKGKLNERLAKLSDGVAVLKVGGTSDVEVNEKKDRVTDALNATRAAVEEGIVLGGGCALLRCIPALDSLTPANEDQKIGIEIIKRTLKIPAMTIAKNAGVEGSLIVEKIMQSSSE..., which amino acid positions are active epitope sites? The epitope positions are: [462, 463, 464, 465, 466, 467, 468, 469, 470, 471, 472, 473, 474, 475, 476]. The amino acids at these positions are: IGIEIIKRTLKIPAM. (2) Given the antigen sequence: MVRVPVPQLQPQNPSQQQPQEQVPLVQQQQFLGQQQPFPPQQPYPQPQPFPSQLPYLQLQPFPQPQLPYSQPQPFRPQQPYPQPQPQYSQPQQPISQQQQQQQQQQQQQQQQQQILQQILQQQLIPCMDVVLQQHNIAHGRSQVLQQSTYQLLQELCCQHLWQIPEQSQCQAIHNVVHAIILHQQQKQQQQPSSQVSFQQPLQQYPLGQGSFRPSQQNPQAQGSVQPQQLPQFEEIRNLALQTLPAMCNVYIPPYCTIAPFGIFGTNYR, which amino acid positions are active epitope sites? The epitope positions are: [59, 60, 61, 62, 63, 64, 65, 66, 67, 68, 69, 70, 71, 72, 73, 74, 75, 76, 77, 78... (21 total positions)]. The amino acids at these positions are: QPFPQPQLPYSQPQPFRPQQP. (3) The epitope positions are: [275, 276, 277, 278, 279, 280, 281, 282, 283, 284, 285, 286, 287, 288, 289, 290, 291, 292, 293, 294... (23 total positions)]. The amino acids at these positions are: NNTRKSIHLGPGRAFYATGDIIG. Given the antigen sequence: CSAAGQLWVTVYYGVPVWKDTTTTLFCASDAKAYDTEVHNVWATHACVPTDPNPQEIALENVTENFNMWKNNMVEQMHEDIISLWDQSLKPCVKLTPLCVTLNCTELKNTTNTDNNTNTDNITNSIRGEMKNCSFNITTSLRGKKKEYALFNRLDIVPIDNDNNSYRLISCNTSVITQACPKVTFEPIPIHYCTPAGFALLKCKDKKFSGKGQCENVSTVQCTHGIRPSISTPLLLNGNLAKEEIVIRSENFTNNAKTIIVQLNESVAIHCTRHHNNTRKSIHLGPGRAFYATGDIIGDTRQAQCDLNRTEGNNTLKQIVIKLREQFGNKTIVFNQSSGGDPEIVMHSFNCGGEFFYCNSTQLFNSTWTINGTRESNSTEGNITLPCRIKQIINLWQEVGKAMHAPPISGLIKCSSNITGLILTRDGGDDAYETEIFRPGGGDMRDNWRSELYKYKVVKIEPLGVAPTKAKRRVVQREKRAVGVIGAMFLGFLGAAGSAM..., which amino acid positions are active epitope sites? (4) Given the antigen sequence: MVCLKLPGGSCMTALTVTLMVLSSPLALSGDTRPRFLWQPKRECHFFNGTERVRFLDRYFYNQEESVRFDSDVGEFRAVTELGRPDAEYWNSQKDILEQARAAVDTYCRHNYGVVESFTVQRRVQPKVTVYPSKTQPLQHHNLLVCSVSGFYPGSIEVRWFLNGQEEKAGMVSTGLIQNGDWTFQTLVMLETVPRSGEVYTCQVEHPSVTSPLTVEWRARSESAQSKMLSGVGGFVLGLLFLGAGLFIYFRNQKGHSGLQPTGFLS, which amino acid positions are active epitope sites? The epitope positions are: [59, 60, 61, 62, 63, 64, 65, 66, 67, 68, 69, 70, 71, 72, 73]. The amino acids at these positions are: FYNQEESVRFDSDVG. (5) Given the antigen sequence: MDSWTFCCVSLCILVAKHTDAGVIQSPRHEVTEMGQEVTLRCKPISGHNSLFWYRQTMMRGLELLIYFNNNVPIDDSGMPEDRFSAKMPNASFSTLKIQPSEPRDSAVYFCASSFSTCSANYGYTFGSGTRLTVV, which amino acid positions are active epitope sites? The epitope positions are: [30, 31, 32, 33, 34, 35, 36, 37, 38, 39, 40, 41, 42, 43, 44, 45]. The amino acids at these positions are: VTEMGQEVTLRCKPIS. (6) Given the antigen sequence: GDRVADVIESSIGDSVSRALTHALPAPTGQNTQVSSHRLDTGKVPALQAAE, which amino acid positions are active epitope sites? The epitope positions are: [35, 36, 37, 38, 39, 40, 41, 42, 43, 44, 45, 46, 47, 48, 49]. The amino acids at these positions are: SHRLDTGKVPALQAA. (7) Given the antigen sequence: MKKYLLGIGLILALIACKQNVSSLDEKNSVSVDLPGEMNVLVSKEKNKDGKYDLIATVDKLELKGTSDKNNGSGVLEGVKADKSKVKLTISDDLGQTTLEVFKEDGKTLVSKKVTSKDKSSTEEKFNEKGEVSEKIITRADGTRLEYTEIKSDGSGKAKEVLKSYVLEGTLTAEKTTLVVKEGTVTLSKNISKSGEVSVELNDTDSSAATKKTAAWNSGTSTLTITVNSKKTKDLVFTKENTITVQQYDSNGTKLEGSAVEITKLDEIKNALK, which amino acid positions are active epitope sites? The epitope positions are: [204, 205, 206, 207, 208, 209, 210, 211, 212, 213, 214, 215]. The amino acids at these positions are: DSSAATKKTAAW. (8) Given the antigen sequence: MASAMESDSSGGSGGADAQPPLAEVDGGLARVTRQLLLSGDDPAARLRALMPLELGIFGLGDLAQPVLVRDFLNTLTLMSGHAYPAAVLRHHAYYLLRAASFSRRSFGLGHLEAALDVLASSLPPTTASPATDDPLDGSRLIAETRALAAAYRRIIEEGSGEVLAVSGPTATFAFVEELVADTYLARWDAFPREGLSFYAFNAAKTTLGRWLVTVYAETNRYPWAAAGQGQPTAADIKAMAVELVEHSGGGAGGGEGEESGGGLFHRPESLSSVVASLPLARRRAVEILGVYAEASGGQTPPVAAVPVLAFDAARLRLLEPSGALFYDYVYEALLWDQTYGVPDSVIEAFLAGMAAEMEALAARVQEAAGSRASFSPAAIEQVATVLLSAGLNETVAGDYAMMLASVPRVSRSRWRWLEATAALLESLSGFALHFFRLLPTASPTSRFARVARAAYLRAEAEAVDRRARRTSGPSTPAAAPAATAVGVGAAADPWDAVTP..., which amino acid positions are active epitope sites? The epitope positions are: [305, 306, 307, 308, 309, 310, 311, 312, 313, 314, 315, 316, 317, 318, 319]. The amino acids at these positions are: VPVLAFDAARLRLLE.